From a dataset of Forward reaction prediction with 1.9M reactions from USPTO patents (1976-2016). Predict the product of the given reaction. (1) Given the reactants [I:1][C:2]1[C:10]2[C:5](=[CH:6][CH:7]=[CH:8][C:9]=2[N+:11]([O-:13])=[O:12])[NH:4][N:3]=1.C([O-])([O-])=O.[K+].[K+].Br[CH2:21][C:22]1[CH:27]=[CH:26][CH:25]=[C:24]([O:28][CH3:29])[N:23]=1, predict the reaction product. The product is: [I:1][C:2]1[C:10]2[C:5](=[CH:6][CH:7]=[CH:8][C:9]=2[N+:11]([O-:13])=[O:12])[N:4]([CH2:21][C:22]2[CH:27]=[CH:26][CH:25]=[C:24]([O:28][CH3:29])[N:23]=2)[N:3]=1. (2) Given the reactants [ClH:1].COC(=O)C(NC(=O)[C@H](C)N)C1CC1.[CH3:16][O:17][C:18](=[O:37])[CH:19]([NH:23][C:24](=[O:36])[CH:25]([NH:28]C(OC(C)(C)C)=O)[CH2:26][CH3:27])[CH:20]1[CH2:22][CH2:21]1, predict the reaction product. The product is: [ClH:1].[CH3:16][O:17][C:18](=[O:37])[CH:19]([NH:23][C:24](=[O:36])[CH:25]([NH2:28])[CH2:26][CH3:27])[CH:20]1[CH2:21][CH2:22]1. (3) Given the reactants [C:1]([C:3]1[CH:18]=[CH:17][C:6]([CH:7]=[C:8]([C:14](=O)[CH3:15])[C:9]([O:11][CH2:12][CH3:13])=[O:10])=[CH:5][CH:4]=1)#[N:2].[NH:19]1[C:23]([NH2:24])=[N:22][C:21]([NH2:25])=[N:20]1.C(=O)(O)[O-].[Na+], predict the reaction product. The product is: [NH2:24][C:23]1[N:22]=[C:21]2[NH:25][C:14]([CH3:15])=[C:8]([C:9]([O:11][CH2:12][CH3:13])=[O:10])[CH:7]([C:6]3[CH:17]=[CH:18][C:3]([C:1]#[N:2])=[CH:4][CH:5]=3)[N:20]2[N:19]=1. (4) Given the reactants F[C:2]1[CH:7]=[C:6]([F:8])[CH:5]=[CH:4][C:3]=1[N+:9]([O-:11])=[O:10].[CH3:12][C:13]1([CH3:20])[CH2:18][CH2:17][CH:16]([OH:19])[CH2:15][CH2:14]1, predict the reaction product. The product is: [CH3:12][C:13]1([CH3:20])[CH2:18][CH2:17][CH:16]([O:19][C:2]2[CH:7]=[C:6]([F:8])[CH:5]=[CH:4][C:3]=2[N+:9]([O-:11])=[O:10])[CH2:15][CH2:14]1. (5) Given the reactants [C:1]([O:5][C:6](=[O:25])[NH:7][C:8]1[CH:13]=[C:12]([N:14]([CH2:16][CH:17]([CH3:19])[CH3:18])[CH3:15])[C:11]([C:20]([F:23])([F:22])[F:21])=[CH:10][C:9]=1[NH2:24])([CH3:4])([CH3:3])[CH3:2].C([O:30][C:31](=O)[CH2:32][C:33](=[O:45])[C:34]1[CH:39]=[CH:38][CH:37]=[C:36]([N:40]2[CH:44]=[N:43][CH:42]=[N:41]2)[CH:35]=1)(C)(C)C, predict the reaction product. The product is: [C:1]([O:5][C:6](=[O:25])[NH:7][C:8]1[CH:13]=[C:12]([N:14]([CH2:16][CH:17]([CH3:19])[CH3:18])[CH3:15])[C:11]([C:20]([F:23])([F:22])[F:21])=[CH:10][C:9]=1[NH:24][C:31](=[O:30])[CH2:32][C:33](=[O:45])[C:34]1[CH:39]=[CH:38][CH:37]=[C:36]([N:40]2[CH:44]=[N:43][CH:42]=[N:41]2)[CH:35]=1)([CH3:3])([CH3:4])[CH3:2]. (6) Given the reactants C([Li])CCC.CCCCCC.C([Mg]Cl)CCC.[Br:18][C:19]1[CH:24]=[C:23]([O:25][CH3:26])[CH:22]=[C:21](Br)[CH:20]=1.[I:28]Cl, predict the reaction product. The product is: [Br:18][C:19]1[CH:24]=[C:23]([O:25][CH3:26])[CH:22]=[C:21]([I:28])[CH:20]=1. (7) Given the reactants [NH2:1][C:2]1[C:11]([NH2:12])=[CH:10][C:9]([Br:13])=[C:8]([O:14][CH3:15])[C:3]=1[C:4]([O:6][CH3:7])=[O:5].O.[F:17][C:18]1[CH:23]=[CH:22][C:21]([C:24]([CH:26]=O)=O)=[CH:20][CH:19]=1, predict the reaction product. The product is: [Br:13][C:9]1[C:8]([O:14][CH3:15])=[C:3]([C:4]([O:6][CH3:7])=[O:5])[C:2]2[N:1]=[C:24]([C:21]3[CH:22]=[CH:23][C:18]([F:17])=[CH:19][CH:20]=3)[CH:26]=[N:12][C:11]=2[CH:10]=1. (8) Given the reactants C[Si]([N-][Si](C)(C)C)(C)C.[Na+].[C:11]1(=[O:24])[C:23]2[C:22]3[CH:21]=[CH:20][CH:19]=[CH:18][C:17]=3[NH:16][C:15]=2[CH2:14][CH2:13][NH:12]1.[CH3:25]N(C)C=O.IC, predict the reaction product. The product is: [CH3:25][N:16]1[C:17]2[CH:18]=[CH:19][CH:20]=[CH:21][C:22]=2[C:23]2[C:11](=[O:24])[NH:12][CH2:13][CH2:14][C:15]1=2. (9) Given the reactants C([Li])CCC.[C:6]1([C:12]2[S:13][CH:14]=[CH:15][CH:16]=2)[CH:11]=[CH:10][CH:9]=[CH:8][CH:7]=1.[B:17](OC)([O:20]C)[O:18]C.Cl, predict the reaction product. The product is: [C:6]1([C:12]2[S:13][C:14]([B:17]([OH:20])[OH:18])=[CH:15][CH:16]=2)[CH:7]=[CH:8][CH:9]=[CH:10][CH:11]=1. (10) Given the reactants [CH2:1]([O:8][C:9]1[C:10]([C:20]([O:22][CH3:23])=[O:21])=[N:11][N:12]2[CH2:18][CH2:17][CH2:16][NH:15][C:14](=[O:19])[C:13]=12)[C:2]1[CH:7]=[CH:6][CH:5]=[CH:4][CH:3]=1.[F:24][C:25]1[CH:32]=[CH:31][C:28]([CH2:29]Br)=[CH:27][CH:26]=1, predict the reaction product. The product is: [CH2:1]([O:8][C:9]1[C:10]([C:20]([O:22][CH3:23])=[O:21])=[N:11][N:12]2[CH2:18][CH2:17][CH2:16][N:15]([CH2:29][C:28]3[CH:31]=[CH:32][C:25]([F:24])=[CH:26][CH:27]=3)[C:14](=[O:19])[C:13]=12)[C:2]1[CH:7]=[CH:6][CH:5]=[CH:4][CH:3]=1.